This data is from Reaction yield outcomes from USPTO patents with 853,638 reactions. The task is: Predict the reaction yield, written as a fraction of the theoretical maximum amount of product (1.0 means a 100% yield; for example, 0.34 means a 34% yield). (1) The reactants are [CH2:1]([C:3]1[CH:12]=[C:11]([CH3:13])[CH:10]=[CH:9][C:4]=1[C:5](OC)=[O:6])[CH3:2].[H-].[H-].[H-].[H-].[Li+].[Al+3].O.[OH-].[Na+]. The catalyst is C1COCC1. The product is [CH2:1]([C:3]1[CH:12]=[C:11]([CH3:13])[CH:10]=[CH:9][C:4]=1[CH2:5][OH:6])[CH3:2]. The yield is 0.950. (2) The reactants are [C:1]([O:5][C:6](=[O:28])[C:7]1[C:12]([NH:13][C:14]2[CH:19]=[CH:18][C:17]([Br:20])=[CH:16][C:15]=2[Cl:21])=[C:11]([Cl:22])[C:10]([NH:23][CH2:24][CH:25]([OH:27])[CH3:26])=[N:9][CH:8]=1)([CH3:4])([CH3:3])[CH3:2].CN1CCOCC1. The catalyst is C(#N)C.[Ru]([O-])(=O)(=O)=O.C([N+](CCC)(CCC)CCC)CC. The product is [C:1]([O:5][C:6](=[O:28])[C:7]1[C:12]([NH:13][C:14]2[CH:19]=[CH:18][C:17]([Br:20])=[CH:16][C:15]=2[Cl:21])=[C:11]([Cl:22])[C:10]([NH:23][CH2:24][C:25](=[O:27])[CH3:26])=[N:9][CH:8]=1)([CH3:4])([CH3:2])[CH3:3]. The yield is 0.310. (3) The reactants are N#N.[CH2:3]([N:10]1[CH2:15][CH2:14][NH:13][C@@H:12]([CH2:16][O:17][CH2:18][C:19]2[CH:24]=[CH:23][C:22]([O:25][CH3:26])=[CH:21][CH:20]=2)[CH2:11]1)[C:4]1[CH:9]=[CH:8][CH:7]=[CH:6][CH:5]=1.[CH2:27]([O:34][C:35]1[CH:40]=[CH:39][C:38](Br)=[CH:37][CH:36]=1)[C:28]1[CH:33]=[CH:32][CH:31]=[CH:30][CH:29]=1.CC(C)([O-])C.[Na+]. The catalyst is C(P(C(C)(C)C)C(C)(C)C)(C)(C)C.C(P(C(C)(C)C)C(C)(C)C)(C)(C)C.[Pd]. The product is [CH2:3]([N:10]1[CH2:15][CH2:14][N:13]([C:38]2[CH:39]=[CH:40][C:35]([O:34][CH2:27][C:28]3[CH:33]=[CH:32][CH:31]=[CH:30][CH:29]=3)=[CH:36][CH:37]=2)[C@@H:12]([CH2:16][O:17][CH2:18][C:19]2[CH:20]=[CH:21][C:22]([O:25][CH3:26])=[CH:23][CH:24]=2)[CH2:11]1)[C:4]1[CH:5]=[CH:6][CH:7]=[CH:8][CH:9]=1. The yield is 0.960. (4) The yield is 0.440. The product is [NH2:23][C:22]1[CH:21]=[C:20]([CH:26]=[CH:25][CH:24]=1)[O:19][C:13]1[C:12]2[C:17](=[CH:18][C:9]([OH:8])=[C:10]([O:27][CH3:28])[CH:11]=2)[N:16]=[CH:15][N:14]=1. The catalyst is C(O)C.[Pd]. The reactants are C([O:8][C:9]1[CH:18]=[C:17]2[C:12]([C:13]([O:19][C:20]3[CH:21]=[C:22]([CH:24]=[CH:25][CH:26]=3)[NH2:23])=[N:14][CH:15]=[N:16]2)=[CH:11][C:10]=1[O:27][CH3:28])C1C=CC=CC=1.[H][H]. (5) The reactants are [CH3:1][O:2][C:3](=[O:27])[CH:4]([N:24]=[C:25]=[S:26])[CH2:5][O:6][Si:7]([C:20]([CH3:23])([CH3:22])[CH3:21])([C:14]1[CH:19]=[CH:18][CH:17]=[CH:16][CH:15]=1)[C:8]1[CH:13]=[CH:12][CH:11]=[CH:10][CH:9]=1.[OH:28][CH:29]1[CH2:32][NH:31][CH2:30]1. The catalyst is O1CCCC1.O. The product is [CH3:1][O:2][C:3](=[O:27])[C@@H:4]([NH:24][C:25]([N:31]1[CH2:32][CH:29]([OH:28])[CH2:30]1)=[S:26])[CH2:5][O:6][Si:7]([C:20]([CH3:23])([CH3:21])[CH3:22])([C:8]1[CH:13]=[CH:12][CH:11]=[CH:10][CH:9]=1)[C:14]1[CH:19]=[CH:18][CH:17]=[CH:16][CH:15]=1. The yield is 0.610. (6) The reactants are [CH3:1][C:2]1[O:6][C:5]([CH:7]=[O:8])=[CH:4][CH:3]=1.CC(=CC)C.P([O-])(O)(O)=[O:15].[Na+].Cl([O-])=O.[Na+].Cl. The catalyst is CC(O)(C)C.O. The product is [CH3:1][C:2]1[O:6][C:5]([C:7]([OH:15])=[O:8])=[CH:4][CH:3]=1. The yield is 0.240.